Predict the reaction yield, written as a fraction of the theoretical maximum amount of product (1.0 means a 100% yield; for example, 0.34 means a 34% yield). From a dataset of Reaction yield outcomes from USPTO patents with 853,638 reactions. (1) The reactants are [Cl:1][C:2]1[C:7]([C:8]2[N:9]=[C:10]([CH:20]3[CH2:25][CH2:24][O:23][CH2:22][CH2:21]3)[S:11][C:12]=2[C:13]2[CH:18]=[CH:17][N:16]=[C:15](Cl)[N:14]=2)=[CH:6][CH:5]=[CH:4][C:3]=1[NH:26][S:27]([C:30]1[C:35]([F:36])=[CH:34][CH:33]=[CH:32][C:31]=1[F:37])(=[O:29])=[O:28].C([O-])=O.[NH4+]. The catalyst is CCOC(C)=O.CO.[OH-].[OH-].[Pd+2]. The product is [Cl:1][C:2]1[C:7]([C:8]2[N:9]=[C:10]([CH:20]3[CH2:25][CH2:24][O:23][CH2:22][CH2:21]3)[S:11][C:12]=2[C:13]2[CH:18]=[CH:17][N:16]=[CH:15][N:14]=2)=[CH:6][CH:5]=[CH:4][C:3]=1[NH:26][S:27]([C:30]1[C:35]([F:36])=[CH:34][CH:33]=[CH:32][C:31]=1[F:37])(=[O:28])=[O:29]. The yield is 0.383. (2) The reactants are Br[C:2]1[CH:8]=[CH:7][C:5]([NH2:6])=[C:4]([N+:9]([O-:11])=[O:10])[CH:3]=1.CC1(C)C(C)(C)OB([C:20]2[CH2:25][CH2:24][N:23]([C:26]([O:28][C:29]([CH3:32])([CH3:31])[CH3:30])=[O:27])[CH2:22][CH:21]=2)O1.O.O.O.P([O-])([O-])([O-])=O.[K+].[K+].[K+]. The catalyst is O1CCOCC1.O.C1C=CC(P(C2C=CC=CC=2)[C-]2C=CC=C2)=CC=1.C1C=CC(P(C2C=CC=CC=2)[C-]2C=CC=C2)=CC=1.Cl[Pd]Cl.[Fe+2]. The product is [NH2:6][C:5]1[CH:7]=[CH:8][C:2]([C:20]2[CH2:25][CH2:24][N:23]([C:26]([O:28][C:29]([CH3:32])([CH3:31])[CH3:30])=[O:27])[CH2:22][CH:21]=2)=[CH:3][C:4]=1[N+:9]([O-:11])=[O:10]. The yield is 0.750. (3) The reactants are Br[C:2]1[C:3]([NH2:22])=[N:4][CH:5]=[C:6]([C:8]2[CH:13]=[CH:12][C:11]([O:14][Si:15]([C:18]([CH3:21])([CH3:20])[CH3:19])([CH3:17])[CH3:16])=[CH:10][CH:9]=2)[N:7]=1.B(O)(O)[C:24]1[C:32]2[C:27](=[CH:28][CH:29]=[CH:30][CH:31]=2)[S:26][CH:25]=1.C([O-])([O-])=O.[Na+].[Na+].O. The catalyst is C1(C)C=CC=CC=1.C(O)C.Cl[Pd](Cl)([P](C1C=CC=CC=1)(C1C=CC=CC=1)C1C=CC=CC=1)[P](C1C=CC=CC=1)(C1C=CC=CC=1)C1C=CC=CC=1. The product is [S:26]1[CH:25]=[C:24]([C:2]2[C:3]([NH2:22])=[N:4][CH:5]=[C:6]([C:8]3[CH:13]=[CH:12][C:11]([O:14][Si:15]([C:18]([CH3:21])([CH3:20])[CH3:19])([CH3:17])[CH3:16])=[CH:10][CH:9]=3)[N:7]=2)[C:32]2[CH:31]=[CH:30][CH:29]=[CH:28][C:27]1=2. The yield is 0.789. (4) The reactants are [NH2:1][C:2]1[CH:7]=[CH:6][C:5]([C:8]2[C:9]([NH2:24])=[N:10][C:11]([NH2:23])=[N:12][C:13]=2[CH2:14][O:15][CH2:16][CH:17]2[CH2:22][CH2:21][CH2:20][CH2:19][CH2:18]2)=[CH:4][CH:3]=1.[Cl:25][C:26]1[CH:33]=[CH:32][C:29]([CH:30]=O)=[CH:28][CH:27]=1.[BH3-]C#N.[Na+]. The catalyst is C(O)(=O)C.[Pd]. The product is [Cl:25][C:26]1[CH:33]=[CH:32][C:29]([CH2:30][NH:1][C:2]2[CH:3]=[CH:4][C:5]([C:8]3[C:9]([NH2:24])=[N:10][C:11]([NH2:23])=[N:12][C:13]=3[CH2:14][O:15][CH2:16][CH:17]3[CH2:22][CH2:21][CH2:20][CH2:19][CH2:18]3)=[CH:6][CH:7]=2)=[CH:28][CH:27]=1. The yield is 0.100. (5) The reactants are [CH3:1][O:2][C:3]1[CH:4]=[C:5]2[C:10](=[CH:11][CH:12]=1)[N:9]=[C:8]([NH:13][CH3:14])[C:7]([CH:15]=[O:16])=[CH:6]2. The catalyst is C1COCC1. The product is [CH3:1][O:2][C:3]1[CH:4]=[C:5]2[C:10](=[CH:11][CH:12]=1)[N:9]=[C:8]([NH:13][CH3:14])[C:7]([CH2:15][OH:16])=[CH:6]2. The yield is 0.890. (6) The reactants are Cl[C:2]1[C:3]2[CH2:17][CH2:16][CH2:15][C:4]=2[N:5]=[C:6]([C:8]2[CH:13]=[CH:12][CH:11]=[C:10]([Cl:14])[CH:9]=2)[N:7]=1.[NH2:18][C:19]1[CH:24]=[CH:23][C:22]([CH2:25][S:26]([NH2:29])(=[O:28])=[O:27])=[CH:21][CH:20]=1. No catalyst specified. The product is [Cl:14][C:10]1[CH:9]=[C:8]([C:6]2[N:7]=[C:2]([NH:18][C:19]3[CH:24]=[CH:23][C:22]([CH2:25][S:26]([NH2:29])(=[O:27])=[O:28])=[CH:21][CH:20]=3)[C:3]3[CH2:17][CH2:16][CH2:15][C:4]=3[N:5]=2)[CH:13]=[CH:12][CH:11]=1. The yield is 0.580.